This data is from Full USPTO retrosynthesis dataset with 1.9M reactions from patents (1976-2016). The task is: Predict the reactants needed to synthesize the given product. (1) Given the product [CH3:30][O:32][C:33](=[O:34])[NH:19][C:18]1[CH:20]=[CH:21][C:15]([C:13]2[N:12]=[C:11]3[N:22]([C:25]([CH3:28])([CH3:27])[CH3:26])[N:23]=[CH:24][C:10]3=[C:9]([N:3]3[CH2:2][CH:1]4[O:8][CH:5]([CH2:6][CH2:7]4)[CH2:4]3)[N:14]=2)=[CH:16][CH:17]=1, predict the reactants needed to synthesize it. The reactants are: [CH:1]12[O:8][CH:5]([CH2:6][CH2:7]1)[CH2:4][N:3]([C:9]1[N:14]=[C:13]([C:15]3[CH:21]=[CH:20][C:18]([NH2:19])=[CH:17][CH:16]=3)[N:12]=[C:11]3[N:22]([C:25]([CH3:28])([CH3:27])[CH3:26])[N:23]=[CH:24][C:10]=13)[CH2:2]2.Cl[C:30](Cl)([O:32][C:33](=O)[O:34]C(Cl)(Cl)Cl)Cl.CO.C(N1C2=NC(C3C=CC(N=C=O)=CC=3)=NC(N3CC4OC(CC4)C3)=C2C=N1)(C)(C)C. (2) The reactants are: [N+:1]([C:4]1[C:9]2[NH:10][C:11](=S)[O:12][C:8]=2[CH:7]=[CH:6][CH:5]=1)([O-:3])=[O:2].[N:14]1([C:20]([O:22][CH2:23][C:24]2[CH:29]=[CH:28][CH:27]=[CH:26][CH:25]=2)=[O:21])[CH2:19][CH2:18][NH:17][CH2:16][CH2:15]1. Given the product [CH2:23]([O:22][C:20]([N:14]1[CH2:19][CH2:18][N:17]([C:11]2[O:12][C:8]3[CH:7]=[CH:6][CH:5]=[C:4]([N+:1]([O-:3])=[O:2])[C:9]=3[N:10]=2)[CH2:16][CH2:15]1)=[O:21])[C:24]1[CH:29]=[CH:28][CH:27]=[CH:26][CH:25]=1, predict the reactants needed to synthesize it. (3) Given the product [CH2:1]([N:24]1[C:32](=[O:33])[C:31]2[NH:30][C:29]([Cl:37])=[N:28][C:27]=2[N:26]([CH2:38][CH2:39][CH2:40][CH3:41])[C:25]1=[O:42])[CH2:2][CH2:3][CH2:4][N:5]1[C:13](=[O:14])[C:12]2[NH:11][C:10]([Cl:18])=[N:9][C:8]=2[N:7]([CH2:19][CH2:20][CH2:21][CH3:22])[C:6]1=[O:23], predict the reactants needed to synthesize it. The reactants are: [CH2:1]([N:24]1[C:32](=[O:33])[C:31]2[N:30](CC=C)[C:29]([Cl:37])=[N:28][C:27]=2[N:26]([CH2:38][CH2:39][CH2:40][CH3:41])[C:25]1=[O:42])[CH2:2][CH2:3][CH2:4][N:5]1[C:13](=[O:14])[C:12]2[N:11](CC=C)[C:10]([Cl:18])=[N:9][C:8]=2[N:7]([CH2:19][CH2:20][CH2:21][CH3:22])[C:6]1=[O:23].C1([SiH3])C=CC=CC=1. (4) Given the product [C:1]([O:5][C:6]([NH:8][CH2:9][CH2:10][CH2:11][NH:12][C:13](=[O:41])/[CH:14]=[CH:15]/[C:16]1[C:21]([O:22][CH2:23][CH2:24][C:25]2[CH:26]=[CH:27][CH:28]=[CH:29][CH:30]=2)=[CH:20][CH:19]=[C:18]([CH2:31][S:32][C:33]2[CH:38]=[CH:37][CH:36]=[CH:35][C:34]=2[Cl:40])[N:17]=1)=[O:7])([CH3:4])([CH3:2])[CH3:3], predict the reactants needed to synthesize it. The reactants are: [C:1]([O:5][C:6]([NH:8][CH2:9][CH2:10][CH2:11][NH:12][C:13](=[O:41])/[CH:14]=[CH:15]/[C:16]1[C:21]([O:22][CH2:23][CH2:24][C:25]2[CH:30]=[CH:29][CH:28]=[CH:27][CH:26]=2)=[CH:20][CH:19]=[C:18]([CH2:31][S:32][C:33]2[C:38](Cl)=[CH:37][CH:36]=[CH:35][C:34]=2[Cl:40])[N:17]=1)=[O:7])([CH3:4])([CH3:3])[CH3:2].ClC1C=CC=CC=1SCC1N=C(/C=C/C(O)=O)C(OCCC2C=CC=CC=2)=CC=1.